Dataset: Full USPTO retrosynthesis dataset with 1.9M reactions from patents (1976-2016). Task: Predict the reactants needed to synthesize the given product. (1) The reactants are: [C:1]([O:5][C:6](=[O:18])[NH:7][C:8]1[CH:13]=[CH:12][C:11](I)=[CH:10][C:9]=1[N+:15]([O-:17])=[O:16])([CH3:4])([CH3:3])[CH3:2].[F:19][C:20]1[CH:25]=[CH:24][CH:23]=[CH:22][C:21]=1B(O)O. Given the product [C:1]([O:5][C:6](=[O:18])[NH:7][C:8]1[CH:13]=[CH:12][C:11]([C:21]2[CH:22]=[CH:23][CH:24]=[CH:25][C:20]=2[F:19])=[CH:10][C:9]=1[N+:15]([O-:17])=[O:16])([CH3:4])([CH3:3])[CH3:2], predict the reactants needed to synthesize it. (2) Given the product [CH3:1][O:2][C:3]([C:5]1[N:13]([CH2:16][C:17]2[CH:21]=[C:20]([C:22]3[S:23][C:24]([Cl:27])=[CH:25][CH:26]=3)[O:19][N:18]=2)[C:12]2[C:7](=[N:8][CH:9]=[CH:10][CH:11]=2)[CH:6]=1)=[O:4], predict the reactants needed to synthesize it. The reactants are: [CH3:1][O:2][C:3]([C:5]1[NH:13][C:12]2[C:7](=[N:8][CH:9]=[CH:10][CH:11]=2)[CH:6]=1)=[O:4].BrC[CH2:16][C:17]1[CH:21]=[C:20]([C:22]2[S:23][C:24]([Cl:27])=[CH:25][CH:26]=2)[O:19][N:18]=1. (3) Given the product [F:1][C:2]1[CH:3]=[C:4]([CH:9]=[C:10]([O:14][CH2:21][C:22]2[CH:27]=[CH:26][CH:25]=[CH:24][CH:23]=2)[C:11]=1[O:12][CH3:13])[C:5]([O:7][CH3:8])=[O:6], predict the reactants needed to synthesize it. The reactants are: [F:1][C:2]1[CH:3]=[C:4]([CH:9]=[C:10]([OH:14])[C:11]=1[O:12][CH3:13])[C:5]([O:7][CH3:8])=[O:6].C(=O)([O-])[O-].[Cs+].[Cs+].[CH2:21](Br)[C:22]1[CH:27]=[CH:26][CH:25]=[CH:24][CH:23]=1.